From a dataset of Full USPTO retrosynthesis dataset with 1.9M reactions from patents (1976-2016). Predict the reactants needed to synthesize the given product. (1) Given the product [C:1]([O:5][C:6]([N:8]1[CH2:13][CH2:12][CH:11]([OH:14])[CH:10]([CH2:15][NH2:16])[CH2:9]1)=[O:7])([CH3:4])([CH3:3])[CH3:2], predict the reactants needed to synthesize it. The reactants are: [C:1]([O:5][C:6]([N:8]1[CH2:13][CH2:12][CH:11]([OH:14])[CH:10]([CH2:15][N:16]=[N+]=[N-])[CH2:9]1)=[O:7])([CH3:4])([CH3:3])[CH3:2].[H][H]. (2) Given the product [ClH:31].[ClH:31].[OH:1][C:2]([CH3:30])([CH3:29])[CH2:3][O:4][C@H:5]1[C@H:10]([N:11]2[C:15]3[CH:16]=[CH:17][C:18]([CH3:20])=[CH:19][C:14]=3[N:13]=[C:12]2[CH3:21])[CH2:9][CH2:8][NH:7][CH2:6]1, predict the reactants needed to synthesize it. The reactants are: [OH:1][C:2]([CH3:30])([CH3:29])[CH2:3][O:4][C@H:5]1[C@H:10]([N:11]2[C:15]3[CH:16]=[CH:17][C:18]([CH3:20])=[CH:19][C:14]=3[N:13]=[C:12]2[CH3:21])[CH2:9][CH2:8][N:7](C(OC(C)(C)C)=O)[CH2:6]1.[ClH:31].